From a dataset of Drug-target binding data from BindingDB using Kd measurements. Regression. Given a target protein amino acid sequence and a drug SMILES string, predict the binding affinity score between them. We predict pKd (pKd = -log10(Kd in M); higher means stronger binding). Dataset: bindingdb_kd. (1) The drug is CC(=O)N[C@@H]1[C@@H](O)C[C@](OCc2ccccc2)(C(=O)[O-])O[C@H]1[C@H](O)[C@H](O)CNC(=O)c1ccccc1. The target protein sequence is MIFLATLPLFWIMISASRGGHWGAWMPSTISAFEGTCVSIPCRFDFPDELRPAVVHGVWYFNSPYPKNYPPVVFKSRTQVVHESFQGRSRLLGDLGLRNCTLLLSTLSPELGGKYYFRGDLGGYNQYTFSEHSVLDIVNTPNIVVPPEVVAGTEVEVSCMVPDNCPELRPELSWLGHEGLGEPTVLGRLREDEGTWVQVSLLHFVPTREANGHRLGCQAAFPNTTLQFEGYASLDVKYPPVIVEMNSSVEAIEGSHVSLLCGADSNPPPLLTWMRDGMVLREAVAKSLYLDLEEVTPGEDGVYACLAENAYGQDNRTVELSVMYAPWKPTVNGTVVAVEGETVSILCSTQSNPDPILTIFKEKQILATVIYESQLQLELPAVTPEDDGEYWCVAENQYGQRATAFNLSVEFAPIILLESHCAAARDTVQCLCVVKSNPEPSVAFELPSRNVTVNETEREFVYSERSGLLLTSILTIRGQAQAPPRVICTSRNLYGTQSLE.... The pKd is 4.8. (2) The compound is CNC(=O)c1c(F)cccc1Nc1nc(Nc2cc3c(cc2OC)CCN3C(=O)CN(C)C)nc2[nH]ccc12. The target protein (P50750) has sequence MAKQYDSVECPFCDEVSKYEKLAKIGQGTFGEVFKARHRKTGQKVALKKVLMENEKEGFPITALREIKILQLLKHENVVNLIEICRTKASPYNRCKGSIYLVFDFCEHDLAGLLSNVLVKFTLSEIKRVMQMLLNGLYYIHRNKILHRDMKAANVLITRDGVLKLADFGLARAFSLAKNSQPNRYTNRVVTLWYRPPELLLGERDYGPPIDLWGAGCIMAEMWTRSPIMQGNTEQHQLALISQLCGSITPEVWPNVDNYELYEKLELVKGQKRKVKDRLKAYVRDPYALDLIDKLLVLDPAQRIDSDDALNHDFFWSDPMPSDLKGMLSTHLTSMFEYLAPPRRKGSQITQQSTNQSRNPATTNQTEFERVF. The pKd is 5.0. (3) The drug is C#C[C@]1(O)CC[C@H]2[C@@H]3CCC4=CC(=O)CCC4=C3C=C[C@@]21CC. The target protein (P04278) has sequence MESRGPLATSRLLLLLLLLLLRHTRQGWALRPVLPTQSAHDPPAVHLSNGPGQEPIAVMTFDLTKITKTSSSFEVRTWDPEGVIFYGDTNPKDDWFMLGLRDGRPEIQLHNHWAQLTVGAGPRLDDGRWHQVEVKMEGDSVLLEVDGEEVLRLRQVSGPLTSKRHPIMRIALGGLLFPASNLRLPLVPALDGCLRRDSWLDKQAEISASAPTSLRSCDVESNPGIFLPPGTQAEFNLRDIPQPHAEPWAFSLDLGLKQAAGSGHLLALGTPENPSWLSLHLQDQKVVLSSGSGPGLDLPLVLGLPLQLKLSMSRVVLSQGSKMKALALPPLGLAPLLNLWAKPQGRLFLGALPGEDSSTSFCLNGLWAQGQRLDVDQALNRSHEIWTHSCPQSPGNGTDASH. The pKd is 8.1. (4) The small molecule is COC(=O)C[C@@H]1N=C(c2ccc(Cl)cc2)c2c(sc(C(=O)NCCOCCNC(=O)C[C@@H]3N=C(c4ccc(Cl)cc4)c4c(sc(C)c4C)-n4c(C)nnc43)c2C)-n2c(C)nnc21. The target protein sequence is KDVPDSQQHPAPEKSSKVSEQLKCCSGILKEMFAKKHAAYAWPFYKPVDVEALGLHDYCDIIKHPMDMSTIKSKLEAREYRDAQEFGADVRLMFSNCYKYNPPDHEVVAMARKLQDVFEMRFAKMPDE. The pKd is 9.9. (5) The drug is CO[C@@H]1O[C@H](CO)[C@H](O)[C@H](OC(=O)c2ccc(C)cc2)[C@@H]1OS(=O)(=O)[O-]. The target protein (P05162) has sequence MTGELEVKNMDMKPGSTLKITGSIADGTDGFVINLGQGTDKLNLHFNPRFSESTIVCNSLDGSNWGQEQREDHLCFSPGSEVKFTVTFESDKFKVKLPDGHELTFPNRLGHSHLSYLSVRGGFNMSSFKLKE. The pKd is 2.4. (6) The target protein sequence is MIFLATLPLFWIMISASRGGHWGAWMPSTISAFEGTCVSIPCRFDFPDELRPAVVHGVWYFNSPYPKNYPPVVFKSRTQVVHESFQGRSRLLGDLGLRNCTLLLSTLSPELGGKYYFRGDLGGYNQYTFSEHSVLDIVNTPNIVVPPEVVAGTEVEVSCMVPDNCPELRPELSWLGHEGLGEPTVLGRLREDEGTWVQVSLLHFVPTREANGHRLGCQAAFPNTTLQFEGYASLDVKYPPVIVEMNSSVEAIEGSHVSLLCGADSNPPPLLTWMRDGMVLREAVAKSLYLDLEEVTPGEDGVYACLAENAYGQDNRTVELSVMYAPWKPTVNGTVVAVEGETVSILCSTQSNPDPILTIFKEKQILATVIYESQLQLELPAVTPEDDGEYWCVAENQYGQRATAFNLSVEFAPIILLESHCAAARDTVQCLCVVKSNPEPSVAFELPSRNVTVNETEREFVYSERSGLLLTSILTIRGQAQAPPRVICTSRNLYGTQSLE.... The pKd is 5.4. The drug is O=C(CC1CC1)N[C@@H]1[C@@H]([C@@H](O)[C@H](O)CNC(=O)c2ccc(Cl)cc2)O[C@@](OCc2cccc(F)c2F)(C(=O)[O-])C[C@H]1O.